Dataset: Full USPTO retrosynthesis dataset with 1.9M reactions from patents (1976-2016). Task: Predict the reactants needed to synthesize the given product. Given the product [Br:1][C:2]1[CH:3]=[CH:4][C:5]([C:8]2[O:9][C:10]([CH:16]([OH:17])[CH3:18])=[C:11]([CH:13]([CH3:15])[CH3:14])[N:12]=2)=[CH:6][CH:7]=1, predict the reactants needed to synthesize it. The reactants are: [Br:1][C:2]1[CH:7]=[CH:6][C:5]([C:8]2[O:9][C:10]([CH:16]=[O:17])=[C:11]([CH:13]([CH3:15])[CH3:14])[N:12]=2)=[CH:4][CH:3]=1.[CH3:18][Mg]Br.[NH4+].[Cl-].